Dataset: Forward reaction prediction with 1.9M reactions from USPTO patents (1976-2016). Task: Predict the product of the given reaction. (1) Given the reactants [C:1]([O:5][C:6](=[O:18])[NH:7][C:8]1[C:9]([N+:15]([O-:17])=[O:16])=[N:10][C:11]([Br:14])=[CH:12][CH:13]=1)([CH3:4])([CH3:3])[CH3:2].[H-].[Na+].[CH3:21]I, predict the reaction product. The product is: [C:1]([O:5][C:6](=[O:18])[N:7]([C:8]1[C:9]([N+:15]([O-:17])=[O:16])=[N:10][C:11]([Br:14])=[CH:12][CH:13]=1)[CH3:21])([CH3:4])([CH3:2])[CH3:3]. (2) Given the reactants [CH3:1][C@@H:2]1[N:7]([C:8]2[C:9]3[CH2:24][CH2:23][N:22]([C:25]4[N:30]=[CH:29][CH:28]=[CH:27][N:26]=4)[CH2:21][C:10]=3[N:11]=[C:12]([C:14]3[CH:20]=[CH:19][C:17]([NH2:18])=[CH:16][CH:15]=3)[N:13]=2)[CH2:6][CH2:5][O:4][CH2:3]1.[O:31]1[CH2:36]COCC1.C(N(CC)CC)C.C(Cl)(Cl)=O.[F:48][CH:49]([F:52])[CH2:50][NH2:51], predict the reaction product. The product is: [F:48][CH:49]([F:52])[CH2:50][NH:51][C:36]([NH:18][C:17]1[CH:19]=[CH:20][C:14]([C:12]2[N:13]=[C:8]([N:7]3[CH2:6][CH2:5][O:4][CH2:3][C@@H:2]3[CH3:1])[C:9]3[CH2:24][CH2:23][N:22]([C:25]4[N:26]=[CH:27][CH:28]=[CH:29][N:30]=4)[CH2:21][C:10]=3[N:11]=2)=[CH:15][CH:16]=1)=[O:31].